This data is from Acute oral toxicity (LD50) regression data from Zhu et al.. The task is: Regression/Classification. Given a drug SMILES string, predict its toxicity properties. Task type varies by dataset: regression for continuous values (e.g., LD50, hERG inhibition percentage) or binary classification for toxic/non-toxic outcomes (e.g., AMES mutagenicity, cardiotoxicity, hepatotoxicity). Dataset: ld50_zhu. (1) The compound is CCN(CC)CCOCCOC(=O)C(CC)(CC)c1ccccc1. The rat oral LD50 is 3.26, given as -log10 of the dose in mol/kg body weight (higher means more acutely toxic). (2) The compound is O=C1CCCCCN1. The rat oral LD50 is 1.97, given as -log10 of the dose in mol/kg body weight (higher means more acutely toxic). (3) The drug is Fc1c(Br)c(F)c2nc(C(F)(F)F)[nH]c2c1Br. The rat oral LD50 is 4.72, given as -log10 of the dose in mol/kg body weight (higher means more acutely toxic). (4) The compound is ClCCCBr. The rat oral LD50 is 2.23, given as -log10 of the dose in mol/kg body weight (higher means more acutely toxic). (5) The molecule is C[n+]1cc2c3c(ccc2c2ccc4cc5c(cc4c21)OCO5)OCO3. The rat oral LD50 is 2.30, given as -log10 of the dose in mol/kg body weight (higher means more acutely toxic). (6) The molecule is COc1nc(C)nc(NC(=O)NS(=O)(=O)c2ccccc2Cl)n1. The rat oral LD50 is 1.58, given as -log10 of the dose in mol/kg body weight (higher means more acutely toxic). (7) The compound is C=CC=CCC1=C(C)C(OC(=O)C2C(C=C(C)C(=O)OC)C2(C)C)CC1=O. The rat oral LD50 is 3.27, given as -log10 of the dose in mol/kg body weight (higher means more acutely toxic). (8) The drug is O=C=Nc1ccccc1C(F)(F)F. The rat oral LD50 is 1.43, given as -log10 of the dose in mol/kg body weight (higher means more acutely toxic). (9) The drug is CN(C)N=O. The rat oral LD50 is 3.11, given as -log10 of the dose in mol/kg body weight (higher means more acutely toxic). (10) The drug is Cc1cc(C)c(C)c(C)c1. The rat oral LD50 is 1.42, given as -log10 of the dose in mol/kg body weight (higher means more acutely toxic).